Dataset: Reaction yield outcomes from USPTO patents with 853,638 reactions. Task: Predict the reaction yield, written as a fraction of the theoretical maximum amount of product (1.0 means a 100% yield; for example, 0.34 means a 34% yield). (1) The reactants are CCN(C(C)C)C(C)C.[C:10]1([C:23]2[CH:28]=[CH:27][CH:26]=[CH:25][CH:24]=2)[CH:15]=[CH:14][C:13]([NH:16][C:17](=[O:22])[CH2:18][C:19]([OH:21])=O)=[CH:12][CH:11]=1.C1C=CC2N(O)N=NC=2C=1.CCN=C=NCCCN(C)C.Cl.Cl.[F:52][C:53]1[CH:54]=[C:55]([CH:63]=[C:64]([F:67])[C:65]=1[F:66])[O:56][CH:57]1[CH2:62][CH2:61][NH:60][CH2:59][CH2:58]1. The catalyst is CN(C=O)C.O. The product is [C:10]1([C:23]2[CH:28]=[CH:27][CH:26]=[CH:25][CH:24]=2)[CH:11]=[CH:12][C:13]([NH:16][C:17](=[O:22])[CH2:18][C:19](=[O:21])[N:60]2[CH2:61][CH2:62][CH:57]([O:56][C:55]3[CH:54]=[C:53]([F:52])[C:65]([F:66])=[C:64]([F:67])[CH:63]=3)[CH2:58][CH2:59]2)=[CH:14][CH:15]=1. The yield is 0.170. (2) The reactants are C([O:4][CH2:5][C:6]1[CH:7]=[C:8]2[C:12](=[CH:13][C:14]=1[Br:15])[N:11]([S:16]([C:19]1[CH:24]=[CH:23][CH:22]=[CH:21][CH:20]=1)(=[O:18])=[O:17])[CH:10]=[CH:9]2)(=O)C.C(=O)([O-])[O-].[K+].[K+].Cl. The catalyst is CO. The product is [C:19]1([S:16]([N:11]2[C:12]3[C:8](=[CH:7][C:6]([CH2:5][OH:4])=[C:14]([Br:15])[CH:13]=3)[CH:9]=[CH:10]2)(=[O:17])=[O:18])[CH:20]=[CH:21][CH:22]=[CH:23][CH:24]=1. The yield is 0.970. (3) The reactants are [Br:1][C:2]1[CH:3]=[C:4]2[N:11](C(OCC)=O)[C:10](=[O:17])[NH:9][C:5]2=[N:6][C:7]=1[CH3:8].[C:18](O[C:18]([O:20][C:21]([CH3:24])([CH3:23])[CH3:22])=[O:19])([O:20][C:21]([CH3:24])([CH3:23])[CH3:22])=[O:19].CC(N)C. The catalyst is CN(C1C=CN=CC=1)C.C1COCC1. The product is [Br:1][C:2]1[CH:3]=[C:4]2[NH:11][C:10](=[O:17])[N:9]([C:18]([O:20][C:21]([CH3:24])([CH3:23])[CH3:22])=[O:19])[C:5]2=[N:6][C:7]=1[CH3:8]. The yield is 0.510.